From a dataset of Reaction yield outcomes from USPTO patents with 853,638 reactions. Predict the reaction yield, written as a fraction of the theoretical maximum amount of product (1.0 means a 100% yield; for example, 0.34 means a 34% yield). (1) The reactants are C([O:3][CH:4](OCC)[C:5]1[CH:6]=[C:7]([CH:11]2[NH:23][C:21]3[C:22]4[C:13](=[N:14][NH:15][C:16](=[O:24])[C:17]=4[CH:18]=[CH:19][CH:20]=3)[CH:12]2C2C=CC=C(C(OCC)OCC)C=2)[CH:8]=[CH:9][CH:10]=1)C.[C:41](=[O:44])([O-])[O-].[K+].[K+]. The yield is 0.880. The product is [O:24]=[C:16]1[C:17]2[CH:18]=[CH:19][CH:20]=[C:21]3[NH:23][C:11]([C:7]4[CH:6]=[C:5]([CH:10]=[CH:9][CH:8]=4)[CH:4]=[O:3])([C:5]4[CH:10]=[C:9]([CH:8]=[CH:7][CH:6]=4)[CH:41]=[O:44])[CH2:12][C:13]([C:22]=23)=[N:14][NH:15]1. The catalyst is Cl. (2) The reactants are [CH3:1][CH:2]([CH2:4][C:5](=O)[CH2:6][CH2:7][CH3:8])[CH3:3].C([O-])(=O)C.[NH4+].C([BH3-])#[N:16].[Na+]. The catalyst is CO. The product is [CH3:1][CH:2]([CH2:4][CH:5]([NH2:16])[CH2:6][CH2:7][CH3:8])[CH3:3]. The yield is 0.770. (3) The reactants are [F:1][C:2]1[C:3]([C:9]#[N:10])=[N:4][CH:5]=[C:6]([F:8])[CH:7]=1.[ClH:11]. The catalyst is [Pd].C(O)C.O1CCCC1. The product is [ClH:11].[F:1][C:2]1[C:3]([CH2:9][NH2:10])=[N:4][CH:5]=[C:6]([F:8])[CH:7]=1. The yield is 1.00.